This data is from Catalyst prediction with 721,799 reactions and 888 catalyst types from USPTO. The task is: Predict which catalyst facilitates the given reaction. (1) Reactant: [CH3:1][O:2][C:3]1[CH:25]=[CH:24][C:6]([CH2:7][O:8][CH2:9][C:10]2[CH:11]=[C:12]3[CH:18]=[C:17]([C:19](N(C)C)=[O:20])[O:16][C:13]3=[N:14][CH:15]=2)=[CH:5][CH:4]=1.[OH-:26].[K+]. Product: [CH3:1][O:2][C:3]1[CH:25]=[CH:24][C:6]([CH2:7][O:8][CH2:9][C:10]2[CH:11]=[C:12]3[CH:18]=[C:17]([C:19]([OH:26])=[O:20])[O:16][C:13]3=[N:14][CH:15]=2)=[CH:5][CH:4]=1. The catalyst class is: 24. (2) Reactant: Cl[C:2]1[N:7]=[CH:6][C:5]([C@@H:8]([N:13]2[CH2:17][CH2:16][C@H:15]([NH:18][C:19](=[O:25])[O:20][C:21]([CH3:24])([CH3:23])[CH3:22])[CH2:14]2)[C:9]([F:12])([F:11])[F:10])=[CH:4][CH:3]=1.[NH2:26][NH2:27]. Product: [F:10][C:9]([F:12])([F:11])[C@H:8]([N:13]1[CH2:17][CH2:16][C@H:15]([NH:18][C:19](=[O:25])[O:20][C:21]([CH3:24])([CH3:23])[CH3:22])[CH2:14]1)[C:5]1[CH:6]=[N:7][C:2]([NH:26][NH2:27])=[CH:3][CH:4]=1. The catalyst class is: 619. (3) The catalyst class is: 5. Product: [CH2:1]([O:8][C:9]1[CH:16]=[CH:15][C:12]([C:13]2[NH:24][C:23]3=[N:22][CH:21]=[C:20]([CH:25]4[CH2:30][CH2:29][N:28]([C:31]([O:33][C:34]([CH3:36])([CH3:35])[CH3:37])=[O:32])[CH2:27][CH2:26]4)[CH:19]=[C:18]3[N:17]=2)=[CH:11][CH:10]=1)[C:2]1[CH:7]=[CH:6][CH:5]=[CH:4][CH:3]=1. Reactant: [CH2:1]([O:8][C:9]1[CH:16]=[CH:15][C:12]([CH:13]=O)=[CH:11][CH:10]=1)[C:2]1[CH:7]=[CH:6][CH:5]=[CH:4][CH:3]=1.[NH2:17][C:18]1[CH:19]=[C:20]([CH:25]2[CH2:30][CH2:29][N:28]([C:31]([O:33][C:34]([CH3:37])([CH3:36])[CH3:35])=[O:32])[CH2:27][CH2:26]2)[CH:21]=[N:22][C:23]=1[NH2:24].C(OI(C1C=CC=CC=1)OC(=O)C)(=O)C. (4) Reactant: [C:1]([O:4][CH2:5][CH2:6][O:7][C:8]1[CH:13]=[CH:12][C:11]([N+:14]([O-])=O)=[CH:10][C:9]=1[O:17][CH3:18])(=[O:3])[CH3:2]. Product: [NH2:14][C:11]1[CH:12]=[CH:13][C:8]([O:7][CH2:6][CH2:5][O:4][C:1](=[O:3])[CH3:2])=[C:9]([O:17][CH3:18])[CH:10]=1. The catalyst class is: 78. (5) Reactant: [NH2:1][C:2]1[C:10]([I:11])=[CH:9][CH:8]=[CH:7][C:3]=1[C:4]([OH:6])=O.[CH3:12][O:13][CH2:14][CH2:15][N:16]=[C:17]=[S:18]. Product: [I:11][C:10]1[CH:9]=[CH:8][CH:7]=[C:3]2[C:2]=1[NH:1][C:17](=[S:18])[N:16]([CH2:15][CH2:14][O:13][CH3:12])[C:4]2=[O:6]. The catalyst class is: 218. (6) Reactant: Cl[C:2]1[N:7]=[N:6][C:5]([NH:8][C:9](=[O:17])[CH2:10][C:11]2[CH:16]=[CH:15][CH:14]=[CH:13][CH:12]=2)=[CH:4][CH:3]=1.[CH2:18]([OH:22])[CH2:19][C:20]#[CH:21]. The catalyst class is: 654. Product: [OH:22][CH2:18][CH2:19][C:20]#[C:21][C:2]1[N:7]=[N:6][C:5]([NH:8][C:9](=[O:17])[CH2:10][C:11]2[CH:16]=[CH:15][CH:14]=[CH:13][CH:12]=2)=[CH:4][CH:3]=1. (7) Reactant: [C:1]([N:8]([C:18]([O:20][C:21]([CH3:24])([CH3:23])[CH3:22])=[O:19])[C@H:9]([C:15]([OH:17])=[O:16])[CH2:10][CH2:11][CH2:12][CH2:13][NH2:14])([O:3][C:4]([CH3:7])([CH3:6])[CH3:5])=[O:2].[C:25](C(CN)O)([O:27][C:28]([CH3:31])([CH3:30])[CH3:29])=[O:26].[CH3:36][CH2:37][N:38]=C=NCCCN(C)C.Cl.O. Product: [NH2:38][CH2:37][CH2:36][O:16][C:15](=[O:17])[C@:9]([C:25]([O:27][C:28]([CH3:31])([CH3:30])[CH3:29])=[O:26])([CH2:10][CH2:11][CH2:12][CH2:13][NH2:14])[N:8]([C:18]([O:20][C:21]([CH3:24])([CH3:23])[CH3:22])=[O:19])[C:1]([O:3][C:4]([CH3:5])([CH3:7])[CH3:6])=[O:2]. The catalyst class is: 112.